From a dataset of Full USPTO retrosynthesis dataset with 1.9M reactions from patents (1976-2016). Predict the reactants needed to synthesize the given product. (1) Given the product [Cl:1][C:2]1[CH:3]=[CH:4][C:5]([C:8]2[C:14]3[C:15]([CH3:16])=[N:39][S:17][C:13]=3[N:12]3[C:20]([CH3:23])=[N:21][N:22]=[C:11]3[C:10]3([CH2:25][CH2:24]3)[N:9]=2)=[CH:6][CH:7]=1, predict the reactants needed to synthesize it. The reactants are: [Cl:1][C:2]1[CH:7]=[CH:6][C:5]([C:8]2[C:14]3[C:15](C)=[C:16](C)[S:17][C:13]=3[N:12]3[C:20]([CH3:23])=[N:21][N:22]=[C:11]3[C@@:10]3([CH2:25][C@H:24]3COC)[N:9]=2)=[CH:4][CH:3]=1.ClC1C=CC(C2C3C(C)=NSC=3[NH:39]C(=O)C3(CC3)N=2)=CC=1. (2) Given the product [F:34][C:35]1[CH:42]=[CH:41][CH:40]=[C:39]([O:43][CH3:44])[C:36]=1[CH2:27][N:23]1[CH2:24][CH2:25][CH2:26][CH:21]([C:18]2[CH:19]=[CH:20][N:16]([C:13]3[CH:14]=[C:15]4[C:10](=[CH:11][CH:12]=3)[NH:9][N:8]=[C:7]4[C:4]3[CH:3]=[CH:2][N:1]=[CH:6][CH:5]=3)[N:17]=2)[CH2:22]1, predict the reactants needed to synthesize it. The reactants are: [N:1]1[CH:6]=[CH:5][C:4]([C:7]2[C:15]3[C:10](=[CH:11][CH:12]=[C:13]([N:16]4[CH:20]=[CH:19][C:18]([CH:21]5[CH2:26][CH2:25][CH2:24][N:23]([C:27](OC(C)(C)C)=O)[CH2:22]5)=[N:17]4)[CH:14]=3)[NH:9][N:8]=2)=[CH:3][CH:2]=1.[F:34][C:35]1[CH:42]=[CH:41][CH:40]=[C:39]([O:43][CH3:44])[C:36]=1C=O.C(O[BH-](OC(=O)C)OC(=O)C)(=O)C.[Na+]. (3) Given the product [CH3:26][C:24]1[CH:23]=[CH:22][C:21]([O:27][CH2:28][C:29]2[CH:30]=[CH:31][C:32]([F:35])=[CH:33][CH:34]=2)=[C:20]([C:15]2[N:14]([C:6]3[CH:5]=[C:4]([CH:9]=[C:8]([C:10]([F:12])([F:11])[F:13])[CH:7]=3)[C:3]([OH:36])=[O:2])[C:18]([CH3:19])=[CH:17][CH:16]=2)[CH:25]=1, predict the reactants needed to synthesize it. The reactants are: C[O:2][C:3](=[O:36])[C:4]1[CH:9]=[C:8]([C:10]([F:13])([F:12])[F:11])[CH:7]=[C:6]([N:14]2[C:18]([CH3:19])=[CH:17][CH:16]=[C:15]2[C:20]2[CH:25]=[C:24]([CH3:26])[CH:23]=[CH:22][C:21]=2[O:27][CH2:28][C:29]2[CH:34]=[CH:33][C:32]([F:35])=[CH:31][CH:30]=2)[CH:5]=1. (4) Given the product [C:1]([O:5][C:6](=[O:37])[N:7]([CH3:36])[C@H:8]([C:10](=[O:35])[NH:11][C@@H:12]1[C:18](=[O:19])[N:17]([CH2:20][C:21]2[C:30]3[C:25](=[CH:26][CH:27]=[CH:28][CH:29]=3)[CH:24]=[CH:23][CH:22]=2)[C:16]2[CH:31]=[CH:32][CH:33]=[CH:34][C:15]=2[N:14]([C:45](=[O:46])[CH2:44][C:38]2[CH:43]=[CH:42][CH:41]=[CH:40][CH:39]=2)[CH2:13]1)[CH3:9])([CH3:4])([CH3:2])[CH3:3], predict the reactants needed to synthesize it. The reactants are: [C:1]([O:5][C:6](=[O:37])[N:7]([CH3:36])[C@H:8]([C:10](=[O:35])[NH:11][C@@H:12]1[C:18](=[O:19])[N:17]([CH2:20][C:21]2[C:30]3[C:25](=[CH:26][CH:27]=[CH:28][CH:29]=3)[CH:24]=[CH:23][CH:22]=2)[C:16]2[CH:31]=[CH:32][CH:33]=[CH:34][C:15]=2[NH:14][CH2:13]1)[CH3:9])([CH3:4])([CH3:3])[CH3:2].[C:38]1([CH2:44][C:45](Cl)=[O:46])[CH:43]=[CH:42][CH:41]=[CH:40][CH:39]=1. (5) Given the product [F:1][C:2]1[CH:3]=[C:4]([CH:16]=[CH:17][C:18]=1[F:19])[CH2:5][NH:6][C:7](=[O:15])[CH:8]([C:21]1[CH:31]=[CH:30][C:24]([C:25]([O:27][CH2:28][CH3:29])=[O:26])=[CH:23][C:22]=1[N+:32]([O-:34])=[O:33])[C:9](=[O:14])[C:10]([CH3:13])([CH3:12])[CH3:11], predict the reactants needed to synthesize it. The reactants are: [F:1][C:2]1[CH:3]=[C:4]([CH:16]=[CH:17][C:18]=1[F:19])[CH2:5][NH:6][C:7](=[O:15])[CH2:8][C:9](=[O:14])[C:10]([CH3:13])([CH3:12])[CH3:11].F[C:21]1[CH:31]=[CH:30][C:24]([C:25]([O:27][CH2:28][CH3:29])=[O:26])=[CH:23][C:22]=1[N+:32]([O-:34])=[O:33].C([O-])([O-])=O.[K+].[K+]. (6) Given the product [O:8]1[C:12]2([CH2:17][CH2:16][NH+:15]([CH2:2][B-:3]([F:6])([F:5])[F:4])[CH2:14][CH2:13]2)[CH2:11][CH2:10][CH2:9]1, predict the reactants needed to synthesize it. The reactants are: Br[CH2:2][B-:3]([F:6])([F:5])[F:4].[K+].[O:8]1[C:12]2([CH2:17][CH2:16][NH:15][CH2:14][CH2:13]2)[CH2:11][CH2:10][CH2:9]1. (7) Given the product [OH:8][N:9]([C:13]1([CH2:42][CH2:43][CH:44]([CH3:46])[CH3:45])[C:22]2[C:17](=[CH:18][CH:19]=[CH:20][CH:21]=2)[C:16]([OH:23])=[C:15]([C:24]2[NH:29][C:28]3[CH:30]=[CH:31][C:32]([NH:34][S:35]([CH3:38])(=[O:37])=[O:36])=[CH:33][C:27]=3[S:26](=[O:40])(=[O:39])[N:25]=2)[C:14]1=[O:41])[C:10](=[O:12])[CH3:11], predict the reactants needed to synthesize it. The reactants are: C([O:8][N:9]([C:13]1([CH2:42][CH2:43][CH:44]([CH3:46])[CH3:45])[C:22]2[C:17](=[CH:18][CH:19]=[CH:20][CH:21]=2)[C:16]([OH:23])=[C:15]([C:24]2[NH:29][C:28]3[CH:30]=[CH:31][C:32]([NH:34][S:35]([CH3:38])(=[O:37])=[O:36])=[CH:33][C:27]=3[S:26](=[O:40])(=[O:39])[N:25]=2)[C:14]1=[O:41])[C:10](=[O:12])[CH3:11])C1C=CC=CC=1. (8) Given the product [Br:10][C:8]1[CH:9]=[C:4]([C:1]([OH:3])([CH3:2])[C:13]([F:16])([F:15])[F:14])[CH:5]=[N:6][CH:7]=1, predict the reactants needed to synthesize it. The reactants are: [C:1]([C:4]1[CH:5]=[N:6][CH:7]=[C:8]([Br:10])[CH:9]=1)(=[O:3])[CH3:2].C[Si](C)(C)[C:13]([F:16])([F:15])[F:14].[F-].C([N+](CCCC)(CCCC)CCCC)CCC. (9) Given the product [CH:21]1([NH:27][C:2]2[CH:3]=[C:4]([NH:8][C:9]3[CH:14]=[CH:13][C:12]([N:15]4[CH2:20][CH2:19][O:18][CH2:17][CH2:16]4)=[CH:11][CH:10]=3)[N:5]=[CH:6][N:7]=2)[CH2:26][CH2:25][CH2:24][CH2:23][CH2:22]1, predict the reactants needed to synthesize it. The reactants are: Cl[C:2]1[N:7]=[CH:6][N:5]=[C:4]([NH:8][C:9]2[CH:14]=[CH:13][C:12]([N:15]3[CH2:20][CH2:19][O:18][CH2:17][CH2:16]3)=[CH:11][CH:10]=2)[CH:3]=1.[CH:21]1([NH2:27])[CH2:26][CH2:25][CH2:24][CH2:23][CH2:22]1.CCN(C(C)C)C(C)C.